This data is from Reaction yield outcomes from USPTO patents with 853,638 reactions. The task is: Predict the reaction yield, written as a fraction of the theoretical maximum amount of product (1.0 means a 100% yield; for example, 0.34 means a 34% yield). (1) The reactants are [CH2:1]([NH:3][C:4]([NH:6][C:7]1[CH:12]=[CH:11][C:10](NC2N=C(N[C:10]3[CH:11]=[CH:12][C:7]([NH:6][C:4]([NH:3][CH2:1][CH3:2])=[O:5])=[CH:8][CH:9]=3)C(F)=CN=2)=[CH:9][CH:8]=1)=[O:5])[CH3:2].[NH2:34]C1C=CC=C(N)C=1.C(N=C=O)C.C(=O)([O-])[O-].[K+].[K+]. No catalyst specified. The product is [CH2:1]([NH:3][C:4]([NH:6][C:7]1[CH:12]=[C:11]([CH:10]=[CH:9][CH:8]=1)[NH2:34])=[O:5])[CH3:2]. The yield is 0.830. (2) The reactants are [OH:1][C:2]1[CH:7]=[CH:6][C:5]([CH2:8][CH2:9][C:10]2[CH:24]=[CH:23][C:13]3[CH:14]=[C:15]([CH:17]([NH:19][C:20](=[O:22])[CH3:21])[CH3:18])[O:16][C:12]=3[CH:11]=2)=[CH:4][CH:3]=1.Br[CH2:26][CH:27]1[CH2:30][CH2:29][CH2:28]1. No catalyst specified. The product is [CH:27]1([CH2:26][O:1][C:2]2[CH:3]=[CH:4][C:5]([CH2:8][CH2:9][C:10]3[CH:24]=[CH:23][C:13]4[CH:14]=[C:15]([CH:17]([NH:19][C:20](=[O:22])[CH3:21])[CH3:18])[O:16][C:12]=4[CH:11]=3)=[CH:6][CH:7]=2)[CH2:30][CH2:29][CH2:28]1. The yield is 0.700. (3) The reactants are FC(F)(F)C1C=CC([C:9]2[CH:14]=[CH:13][CH:12]=[C:11]([CH2:15][O:16][C:17]3[CH:22]=[CH:21][C:20]([C:23]4([CH2:27][C:28]([O:30][CH2:31][CH3:32])=[O:29])[CH2:26][O:25][CH2:24]4)=[CH:19][CH:18]=3)[CH:10]=2)=CC=1.OC1C=CC(C2(CC(OCC)=O)COC2)=CC=1.BrCC1C=CC([C:60]2[C:61]([C:66]#[N:67])=[CH:62][CH:63]=[CH:64][CH:65]=2)=CC=1. No catalyst specified. The product is [C:66]([C:61]1[CH:62]=[CH:63][CH:64]=[CH:65][C:60]=1[C:14]1[CH:13]=[CH:12][C:11]([CH2:15][O:16][C:17]2[CH:22]=[CH:21][C:20]([C:23]3([CH2:27][C:28]([O:30][CH2:31][CH3:32])=[O:29])[CH2:24][O:25][CH2:26]3)=[CH:19][CH:18]=2)=[CH:10][CH:9]=1)#[N:67]. The yield is 0.720. (4) The reactants are [NH:1]1[CH:5]=[CH:4][N:3]=[C:2]1[CH:6]=[O:7].C(N(CC)C(C)C)(C)C.[C:17](Cl)([C:30]1[CH:35]=[CH:34][CH:33]=[CH:32][CH:31]=1)([C:24]1[CH:29]=[CH:28][CH:27]=[CH:26][CH:25]=1)[C:18]1[CH:23]=[CH:22][CH:21]=[CH:20][CH:19]=1. The catalyst is CN(C=O)C. The product is [C:17]([N:1]1[CH:5]=[CH:4][N:3]=[C:2]1[CH:6]=[O:7])([C:18]1[CH:23]=[CH:22][CH:21]=[CH:20][CH:19]=1)([C:30]1[CH:31]=[CH:32][CH:33]=[CH:34][CH:35]=1)[C:24]1[CH:25]=[CH:26][CH:27]=[CH:28][CH:29]=1. The yield is 0.460.